This data is from Reaction yield outcomes from USPTO patents with 853,638 reactions. The task is: Predict the reaction yield, written as a fraction of the theoretical maximum amount of product (1.0 means a 100% yield; for example, 0.34 means a 34% yield). (1) The reactants are [Br:1][C:2]1[CH:3]=[C:4]([C:11]2[S:33][C:14]3=[N:15][C:16]([N:20]4[CH2:25][CH2:24][N:23](C(OC(C)(C)C)=O)[CH2:22][CH2:21]4)=[CH:17][C:18](=[O:19])[N:13]3[N:12]=2)[CH:5]=[C:6]([N+:8]([O-])=O)[CH:7]=1.[NH4+:34].[Cl-].[CH3:36][CH2:37][O:38]C(C)=O. The catalyst is CCO.O.[Fe]. The product is [NH2:34][CH2:36][C:37]([NH:8][C:6]1[CH:5]=[C:4]([C:11]2[S:33][C:14]3=[N:15][C:16]([N:20]4[CH2:25][CH2:24][NH:23][CH2:22][CH2:21]4)=[CH:17][C:18](=[O:19])[N:13]3[N:12]=2)[CH:3]=[C:2]([Br:1])[CH:7]=1)=[O:38]. The yield is 0.880. (2) The reactants are [CH2:1]([C@H:3]1[O:8][C@@H:7]([C:9]2[CH:14]=[CH:13][N:12]=[CH:11][C:10]=2[N+:15]([O-:17])=[O:16])[CH2:6][C:5]([O:18][Si](CC)(CC)CC)=[CH:4]1)[CH3:2].CC(C)=[O:28].C([O-])(O)=O.[Na+].OOS([O-])=O.[K+]. The catalyst is CCOC(C)=O.O. The product is [CH2:1]([C@@H:3]1[C@@H:4]([OH:28])[C:5](=[O:18])[CH2:6][C@H:7]([C:9]2[CH:14]=[CH:13][N:12]=[CH:11][C:10]=2[N+:15]([O-:17])=[O:16])[O:8]1)[CH3:2]. The yield is 0.490.